This data is from Full USPTO retrosynthesis dataset with 1.9M reactions from patents (1976-2016). The task is: Predict the reactants needed to synthesize the given product. Given the product [CH3:27][O:29][C:17]1[CH:16]=[CH:15][C:14]([N:12]2[CH:13]=[C:9]([C:6]3[CH:5]=[CH:4][C:3]([O:2][CH3:1])=[CH:8][CH:7]=3)[N:10]=[CH:11]2)=[CH:19][CH:18]=1, predict the reactants needed to synthesize it. The reactants are: [CH3:1][O:2][C:3]1[CH:8]=[CH:7][C:6]([C:9]2[NH:10][C:11](=S)[N:12]([C:14]3[CH:19]=[CH:18][CH:17]=[C:16](OC)[CH:15]=3)[CH:13]=2)=[CH:5][CH:4]=1.N([O-])=O.[Na+].[C:27](O)(=[O:29])C.